This data is from Catalyst prediction with 721,799 reactions and 888 catalyst types from USPTO. The task is: Predict which catalyst facilitates the given reaction. (1) Reactant: [CH2:1]([O:5][C:6]1[CH:7]=[C:8]([CH:20]=[CH:21][CH:22]=1)[O:9][C:10]1[CH:15]=[CH:14][C:13]([N+:16]([O-])=O)=[CH:12][C:11]=1[CH3:19])[CH:2]([CH3:4])[CH3:3].[Cl-].[Ca+2].[Cl-].C(O)C. Product: [CH2:1]([O:5][C:6]1[CH:7]=[C:8]([CH:20]=[CH:21][CH:22]=1)[O:9][C:10]1[CH:15]=[CH:14][C:13]([NH2:16])=[CH:12][C:11]=1[CH3:19])[CH:2]([CH3:4])[CH3:3]. The catalyst class is: 6. (2) Reactant: C1C2CC3C(=CC=CC=3)C=2C=CC=1.[F:14][C:15]1[C:27]2[C:26]3[C:21](=[CH:22][C:23]([F:28])=[CH:24][CH:25]=3)[C:20](=O)[C:19]=2[CH:18]=[C:17]([NH2:30])[CH:16]=1. Product: [F:14][C:15]1[C:27]2[C:26]3[C:21](=[CH:22][C:23]([F:28])=[CH:24][CH:25]=3)[CH2:20][C:19]=2[CH:18]=[C:17]([NH2:30])[CH:16]=1. The catalyst class is: 15. (3) Reactant: [Si]([O:18][C:19]1[CH:57]=[CH:56][C:22]([O:23][CH2:24][C@@H:25]([OH:55])[CH2:26][NH:27][CH2:28][CH2:29][C:30]2[CH:54]=[CH:53][C:33]([NH:34][CH:35]3[CH2:40][CH2:39][N:38]([C:41]([NH:43][CH2:44][CH2:45][CH2:46][CH:47]4[CH2:52][CH2:51][CH2:50][CH2:49][CH2:48]4)=[O:42])[CH2:37][CH2:36]3)=[CH:32][CH:31]=2)=[CH:21][CH:20]=1)(C(C)(C)C)(C1C=CC=CC=1)C1C=CC=CC=1. Product: [CH:47]1([CH2:46][CH2:45][CH2:44][NH:43][C:41]([N:38]2[CH2:37][CH2:36][CH:35]([NH:34][C:33]3[CH:32]=[CH:31][C:30]([CH2:29][CH2:28][NH:27][CH2:26][C@H:25]([OH:55])[CH2:24][O:23][C:22]4[CH:21]=[CH:20][C:19]([OH:18])=[CH:57][CH:56]=4)=[CH:54][CH:53]=3)[CH2:40][CH2:39]2)=[O:42])[CH2:48][CH2:49][CH2:50][CH2:51][CH2:52]1. The catalyst class is: 147. (4) Reactant: [C:1]([O:5][C:6]([N:8]1[C:16]2[C:11](=[CH:12][CH:13]=[C:14]([Cl:17])[CH:15]=2)[C:10]([CH3:19])([CH3:18])[CH2:9]1)=[O:7])([CH3:4])([CH3:3])[CH3:2].[Br:20]N1C(=O)CCC1=O. Product: [C:1]([O:5][C:6]([N:8]1[C:16]2[C:11](=[CH:12][C:13]([Br:20])=[C:14]([Cl:17])[CH:15]=2)[C:10]([CH3:19])([CH3:18])[CH2:9]1)=[O:7])([CH3:4])([CH3:2])[CH3:3]. The catalyst class is: 23. (5) Reactant: [C:1]([O:5][C:6]([NH:8][CH2:9][C:10]1[NH:22][C:13]2=[N:14][CH:15]=[C:16]([C:18]([O:20]C)=[O:19])[CH:17]=[C:12]2[N:11]=1)=[O:7])([CH3:4])([CH3:3])[CH3:2].O.[OH-].[Li+].Cl. Product: [C:1]([O:5][C:6]([NH:8][CH2:9][C:10]1[NH:22][C:13]2=[N:14][CH:15]=[C:16]([C:18]([OH:20])=[O:19])[CH:17]=[C:12]2[N:11]=1)=[O:7])([CH3:4])([CH3:2])[CH3:3]. The catalyst class is: 24. (6) Reactant: O[C:2]1[C:11]2[C:6](=[N:7][CH:8]=[CH:9][CH:10]=2)[N:5]([C:12]2[CH:17]=[CH:16][CH:15]=[C:14]([C:18]([F:21])([F:20])[F:19])[CH:13]=2)C(=O)[C:3]=1[C:23](=O)[CH2:24][C:25]1[CH:30]=[CH:29][CH:28]=[CH:27][C:26]=1[O:31][C:32]([F:35])([F:34])[F:33].O.[NH2:38][NH2:39].[C:40](=[O:43])([O-])O.[Na+]. Product: [F:33][C:32]([F:34])([F:35])[O:31][C:26]1[CH:27]=[CH:28][CH:29]=[CH:30][C:25]=1[CH2:24][C:23]1[C:3]2[C:40](=[O:43])[N:5]([C:12]3[CH:17]=[CH:16][CH:15]=[C:14]([C:18]([F:20])([F:19])[F:21])[CH:13]=3)[C:6]3[N:7]=[CH:8][CH:9]=[CH:10][C:11]=3[C:2]=2[NH:39][N:38]=1. The catalyst class is: 3. (7) The catalyst class is: 40. Reactant: CN(C)[CH:3]=[C:4]([C:13]1[CH:14]=[N:15][CH:16]=[CH:17][CH:18]=1)[C:5]([C:7]1[CH:11]=[CH:10][O:9][C:8]=1[CH3:12])=O.Cl.[CH3:21][CH:22]1[CH2:27][CH2:26][CH2:25][N:24]([C:28](=[NH:30])[NH2:29])[CH2:23]1.CC(C)([O-])C.[K+]. Product: [CH3:12][C:8]1[O:9][CH:10]=[CH:11][C:7]=1[C:5]1[C:4]([C:13]2[CH:14]=[N:15][CH:16]=[CH:17][CH:18]=2)=[CH:3][N:29]=[C:28]([N:24]2[CH2:25][CH2:26][CH2:27][CH:22]([CH3:21])[CH2:23]2)[N:30]=1. (8) Reactant: O[CH:2]([C:4]1[N:9]=[C:8]([NH:10][C:11](=[O:16])[C:12]([CH3:15])([CH3:14])[CH3:13])[CH:7]=[CH:6][CH:5]=1)[CH3:3].C1C=CC(P(C2C=CC=CC=2)C2C=CC=CC=2)=CC=1.[Br:36]N1C(=O)CCC1=O. Product: [Br:36][CH:2]([C:4]1[N:9]=[C:8]([NH:10][C:11](=[O:16])[C:12]([CH3:15])([CH3:14])[CH3:13])[CH:7]=[CH:6][CH:5]=1)[CH3:3]. The catalyst class is: 2. (9) Product: [O:50]1[CH:51]=[CH:52][CH:53]=[C:49]1[C:45]1[O:46][C:47]([CH3:48])=[C:43]([CH2:42][O:41][C:38]2[CH:39]=[CH:40][C:35]([C:34]([NH:33][C:23]3[C:22](/[CH:20]=[CH:1]/[P:10](=[O:17])([O:11][CH2:12][CH3:13])[O:14][CH2:15][CH3:16])=[CH:26][N:25]([C:27]4[CH:28]=[CH:29][CH:30]=[CH:31][CH:32]=4)[N:24]=3)=[O:56])=[CH:36][C:37]=2[O:54][CH3:55])[N:44]=1. The catalyst class is: 9. Reactant: [CH2:1]([P:10](=[O:17])([O:14][CH2:15][CH3:16])[O:11][CH2:12][CH3:13])P(=O)(OCC)OCC.[H-].[Na+].[CH:20]([C:22]1[C:23]([NH:33][C:34](=[O:56])[C:35]2[CH:40]=[CH:39][C:38]([O:41][CH2:42][C:43]3[N:44]=[C:45]([C:49]4[O:50][CH:51]=[CH:52][CH:53]=4)[O:46][C:47]=3[CH3:48])=[C:37]([O:54][CH3:55])[CH:36]=2)=[N:24][N:25]([C:27]2[CH:32]=[CH:31][CH:30]=[CH:29][CH:28]=2)[CH:26]=1)=O.O. (10) Reactant: [F:1][C:2]1[CH:7]=[CH:6][C:5]([F:8])=[CH:4][C:3]=1/[CH:9]=[CH:10]/[CH2:11][NH:12][CH2:13][CH:14]([CH2:20][CH2:21][CH2:22][C:23]1[C:32]2[C:27](=[CH:28][CH:29]=[C:30]([O:33][CH3:34])[CH:31]=2)[N:26]=[CH:25][C:24]=1[F:35])[C:15]([O:17][CH2:18][CH3:19])=[O:16]. Product: [F:1][C:2]1[CH:7]=[CH:6][C:5]([F:8])=[CH:4][C:3]=1[CH2:9][CH2:10][CH2:11][NH:12][CH2:13][CH:14]([CH2:20][CH2:21][CH2:22][C:23]1[C:32]2[C:27](=[CH:28][CH:29]=[C:30]([O:33][CH3:34])[CH:31]=2)[N:26]=[CH:25][C:24]=1[F:35])[C:15]([O:17][CH2:18][CH3:19])=[O:16]. The catalyst class is: 63.